This data is from Reaction yield outcomes from USPTO patents with 853,638 reactions. The task is: Predict the reaction yield, written as a fraction of the theoretical maximum amount of product (1.0 means a 100% yield; for example, 0.34 means a 34% yield). The reactants are [Br:1]Br.[Cl:3][C:4]1[CH:5]=[CH:6][C:7]([O:19][CH2:20][C:21]2[CH:26]=[CH:25][CH:24]=[CH:23][CH:22]=2)=[C:8]([CH2:10][C:11]2[S:12][CH:13]=[C:14]([C:16](=[O:18])[CH3:17])[N:15]=2)[CH:9]=1. The catalyst is C(Cl)(Cl)Cl. The product is [Br:1][CH2:17][C:16]([C:14]1[N:15]=[C:11]([CH2:10][C:8]2[CH:9]=[C:4]([Cl:3])[CH:5]=[CH:6][C:7]=2[O:19][CH2:20][C:21]2[CH:22]=[CH:23][CH:24]=[CH:25][CH:26]=2)[S:12][CH:13]=1)=[O:18]. The yield is 0.430.